Dataset: Catalyst prediction with 721,799 reactions and 888 catalyst types from USPTO. Task: Predict which catalyst facilitates the given reaction. (1) Reactant: [CH2:1]([O:3][C:4]([C:6]1[C:11](=[O:12])[NH:10][CH:9](SC)[N:8]([CH2:15][C:16]2[CH:21]=[CH:20][C:19]([Cl:22])=[CH:18][CH:17]=2)[CH:7]=1)=[O:5])[CH3:2].[NH2:23][C:24]1[CH:25]=[CH:26][C:27]2[O:31][C:30]([CH2:32][CH3:33])=[C:29]([CH3:34])[C:28]=2[CH:35]=1.C(O)(C)(C)C.C(=O)([O-])O.[Na+]. Product: [CH2:1]([O:3][C:4]([C:6]1[C:11](=[O:12])[NH:10][CH:9]([NH:23][C:24]2[CH:25]=[CH:26][C:27]3[O:31][C:30]([CH2:32][CH3:33])=[C:29]([CH3:34])[C:28]=3[CH:35]=2)[N:8]([CH2:15][C:16]2[CH:21]=[CH:20][C:19]([Cl:22])=[CH:18][CH:17]=2)[CH:7]=1)=[O:5])[CH3:2]. The catalyst class is: 211. (2) Reactant: [H-].[Na+].[Si:3]([O:10][CH:11]([C:13]1[CH:14]=[CH:15][C:16]([CH3:27])=[C:17]([NH:19][C:20](=[O:26])[O:21][C:22]([CH3:25])([CH3:24])[CH3:23])[CH:18]=1)[CH3:12])([C:6]([CH3:9])([CH3:8])[CH3:7])([CH3:5])[CH3:4].[CH3:28]I. Product: [Si:3]([O:10][CH:11]([C:13]1[CH:14]=[CH:15][C:16]([CH3:27])=[C:17]([N:19]([CH3:28])[C:20](=[O:26])[O:21][C:22]([CH3:25])([CH3:24])[CH3:23])[CH:18]=1)[CH3:12])([C:6]([CH3:8])([CH3:9])[CH3:7])([CH3:5])[CH3:4]. The catalyst class is: 3. (3) Reactant: [CH3:1][C:2]1[C:3]([N:8]([CH:13]2[C:22]3[N:21]=[CH:20][CH:19]=[CH:18][C:17]=3[CH2:16][CH2:15][CH2:14]2)[CH2:9][CH2:10][CH2:11][NH2:12])=[N:4][CH:5]=[CH:6][CH:7]=1.C(OC(=O)[NH:29][C:30](=NC(OC(C)(C)C)=O)[N:31]1C=CC=N1)(C)(C)C.C(OC(=O)NC(CCCN(CC1C(C)=CC=CN=1)C1C2N=CC=CC=2CCC1)=NC(OC(C)(C)C)=O)(C)(C)C. Product: [CH3:1][C:2]1[C:3]([N:8]([CH:13]2[C:22]3[N:21]=[CH:20][CH:19]=[CH:18][C:17]=3[CH2:16][CH2:15][CH2:14]2)[CH2:9][CH2:10][CH2:11][NH:12][C:30]([NH2:31])=[NH:29])=[N:4][CH:5]=[CH:6][CH:7]=1. The catalyst class is: 1. (4) Reactant: C(N(CC)CC)C.[OH:8][CH2:9][C:10]([NH:13][C:14](=[O:20])[O:15][C:16]([CH3:19])([CH3:18])[CH3:17])([CH3:12])[CH3:11].[CH3:21][S:22](Cl)(=[O:24])=[O:23]. Product: [CH3:21][S:22]([O:8][CH2:9][C:10]([NH:13][C:14]([O:15][C:16]([CH3:19])([CH3:18])[CH3:17])=[O:20])([CH3:11])[CH3:12])(=[O:24])=[O:23]. The catalyst class is: 4. (5) Reactant: [CH3:1][C:2]1([CH3:8])[CH2:6][CH2:5][CH2:4][CH:3]1[OH:7].C(N(CC)CC)C.[CH3:16][S:17](Cl)(=[O:19])=[O:18].CS(OS(C)(=O)=O)(=O)=O. Product: [CH3:16][S:17]([O:7][CH:3]1[CH2:4][CH2:5][CH2:6][C:2]1([CH3:8])[CH3:1])(=[O:19])=[O:18]. The catalyst class is: 2. (6) Reactant: [C:1]1([N:7]2[C:15]3[CH:14]=[CH:13][N:12]=[CH:11][C:10]=3[N:9]=[CH:8]2)[CH:6]=[CH:5][CH:4]=[CH:3][CH:2]=1. Product: [C:1]1([N:7]2[C:15]3[CH:14]=[CH:13][NH:12][CH2:11][C:10]=3[N:9]=[CH:8]2)[CH:2]=[CH:3][CH:4]=[CH:5][CH:6]=1. The catalyst class is: 52.